From a dataset of NCI-60 drug combinations with 297,098 pairs across 59 cell lines. Regression. Given two drug SMILES strings and cell line genomic features, predict the synergy score measuring deviation from expected non-interaction effect. (1) Drug 1: C#CCC(CC1=CN=C2C(=N1)C(=NC(=N2)N)N)C3=CC=C(C=C3)C(=O)NC(CCC(=O)O)C(=O)O. Synergy scores: CSS=52.1, Synergy_ZIP=-4.70, Synergy_Bliss=-6.81, Synergy_Loewe=-8.68, Synergy_HSA=-4.30. Cell line: LOX IMVI. Drug 2: CC1C(C(CC(O1)OC2CC(CC3=C2C(=C4C(=C3O)C(=O)C5=C(C4=O)C(=CC=C5)OC)O)(C(=O)CO)O)N)O.Cl. (2) Drug 1: C1CCC(CC1)NC(=O)N(CCCl)N=O. Drug 2: CC1C(C(CC(O1)OC2CC(CC3=C2C(=C4C(=C3O)C(=O)C5=C(C4=O)C(=CC=C5)OC)O)(C(=O)CO)O)N)O.Cl. Cell line: NCI-H322M. Synergy scores: CSS=31.4, Synergy_ZIP=-1.38, Synergy_Bliss=-2.97, Synergy_Loewe=-24.5, Synergy_HSA=-2.34. (3) Drug 1: COC1=C(C=C2C(=C1)N=CN=C2NC3=CC(=C(C=C3)F)Cl)OCCCN4CCOCC4. Drug 2: C1=NC2=C(N=C(N=C2N1C3C(C(C(O3)CO)O)O)F)N. Cell line: NCI-H460. Synergy scores: CSS=31.1, Synergy_ZIP=10.1, Synergy_Bliss=10.5, Synergy_Loewe=5.40, Synergy_HSA=11.1. (4) Drug 2: CC(C)NC(=O)C1=CC=C(C=C1)CNNC.Cl. Drug 1: CCC1=CC2CC(C3=C(CN(C2)C1)C4=CC=CC=C4N3)(C5=C(C=C6C(=C5)C78CCN9C7C(C=CC9)(C(C(C8N6C)(C(=O)OC)O)OC(=O)C)CC)OC)C(=O)OC.C(C(C(=O)O)O)(C(=O)O)O. Cell line: HCT-15. Synergy scores: CSS=11.0, Synergy_ZIP=2.62, Synergy_Bliss=2.17, Synergy_Loewe=-26.7, Synergy_HSA=-1.29.